From a dataset of Forward reaction prediction with 1.9M reactions from USPTO patents (1976-2016). Predict the product of the given reaction. (1) Given the reactants Br[C:2]1[CH:7]=[CH:6][C:5]([C:8]2[O:12][N:11]=[C:10]([CH3:13])[C:9]=2[C:14]([F:25])([F:24])[CH2:15][CH2:16][CH2:17][C:18]2[CH:23]=[CH:22][CH:21]=[CH:20][CH:19]=2)=[CH:4][CH:3]=1.[CH2:26]([O:28][C:29]([C:31]1([C:34]2[CH:39]=[CH:38][C:37](B3OC(C)(C)C(C)(C)O3)=[CH:36][CH:35]=2)[CH2:33][CH2:32]1)=[O:30])[CH3:27], predict the reaction product. The product is: [CH2:26]([O:28][C:29]([C:31]1([C:34]2[CH:39]=[CH:38][C:37]([C:2]3[CH:7]=[CH:6][C:5]([C:8]4[O:12][N:11]=[C:10]([CH3:13])[C:9]=4[C:14]([F:25])([F:24])[CH2:15][CH2:16][CH2:17][C:18]4[CH:23]=[CH:22][CH:21]=[CH:20][CH:19]=4)=[CH:4][CH:3]=3)=[CH:36][CH:35]=2)[CH2:32][CH2:33]1)=[O:30])[CH3:27]. (2) Given the reactants [CH2:1]([O:3][C:4]([C:6]1[CH:7]=[CH:8][C:9]2[N:10]([CH:12]=[C:13]([C:15]([NH:17][C:18]3[CH:23]=[CH:22][CH:21]=[CH:20][CH:19]=3)=[O:16])[N:14]=2)[CH:11]=1)=[CH2:5])[CH3:2].C1(C)C=CC=CC=1.C1(C)C=CC(S(O)(=O)=[O:38])=CC=1, predict the reaction product. The product is: [CH3:5][C:4]1([C:6]2[CH:7]=[CH:8][C:9]3[N:10]([CH:12]=[C:13]([C:15]([NH:17][C:18]4[CH:23]=[CH:22][CH:21]=[CH:20][CH:19]=4)=[O:16])[N:14]=3)[CH:11]=2)[O:38][CH2:2][CH2:1][O:3]1. (3) The product is: [CH3:9][C:4]1[CH:5]=[C:6]([CH3:8])[N:7]=[C:2]([C:10]#[N:11])[N:3]=1. Given the reactants Cl[C:2]1[N:7]=[C:6]([CH3:8])[CH:5]=[C:4]([CH3:9])[N:3]=1.[CH3:10][N:11](C=O)C, predict the reaction product. (4) Given the reactants [CH3:1][O:2][C:3]1[CH:4]=[CH:5][C:6]([N+:14]([O-])=O)=[C:7]([CH:9]2[O:13][CH2:12][CH2:11][O:10]2)[CH:8]=1.C(OCC)(=O)C, predict the reaction product. The product is: [O:10]1[CH2:11][CH2:12][O:13][CH:9]1[C:7]1[CH:8]=[C:3]([O:2][CH3:1])[CH:4]=[CH:5][C:6]=1[NH2:14]. (5) Given the reactants [S:1]1[CH2:6][CH2:5][C:4](=[O:7])[CH2:3][CH2:2]1.C[Si](Cl)(C)C.[N:13](OCCC(C)C)=[O:14], predict the reaction product. The product is: [S:1]1[CH2:6][CH2:5][C:4](=[O:7])[C:3](=[N:13][OH:14])[CH2:2]1. (6) Given the reactants [CH2:1]([S:10][CH2:11][C:12]([O:14]C)=[O:13])[CH2:2][CH2:3][S:4][CH2:5][C:6]([O:8]C)=[O:7], predict the reaction product. The product is: [CH2:3]([S:4][CH2:5][C:6]([OH:8])=[O:7])[CH2:2][CH2:1][S:10][CH2:11][C:12]([OH:14])=[O:13].